From a dataset of NCI-60 drug combinations with 297,098 pairs across 59 cell lines. Regression. Given two drug SMILES strings and cell line genomic features, predict the synergy score measuring deviation from expected non-interaction effect. Drug 1: C1=NC2=C(N=C(N=C2N1C3C(C(C(O3)CO)O)O)F)N. Drug 2: C1CN(CCN1C(=O)CCBr)C(=O)CCBr. Cell line: MALME-3M. Synergy scores: CSS=12.8, Synergy_ZIP=-2.74, Synergy_Bliss=1.29, Synergy_Loewe=2.30, Synergy_HSA=2.24.